This data is from Full USPTO retrosynthesis dataset with 1.9M reactions from patents (1976-2016). The task is: Predict the reactants needed to synthesize the given product. (1) Given the product [OH:31][C@H:32]([CH2:36][CH:37]([CH3:39])[CH3:38])[C:33]([N:4]1[CH2:3][CH2:2][N:1]([C:7]2[C:16]3[C:11](=[CH:12][CH:13]=[CH:14][CH:15]=3)[N:10]=[C:9]([C:17]3[CH:22]=[CH:21][CH:20]=[CH:19][C:18]=3[OH:23])[N:8]=2)[CH2:6][CH2:5]1)=[O:34], predict the reactants needed to synthesize it. The reactants are: [N:1]1([C:7]2[C:16]3[C:11](=[CH:12][CH:13]=[CH:14][CH:15]=3)[N:10]=[C:9]([C:17]3[CH:22]=[CH:21][CH:20]=[CH:19][C:18]=3[OH:23])[N:8]=2)[CH2:6][CH2:5][NH:4][CH2:3][CH2:2]1.C(N(CC)CC)C.[OH:31][C@H:32]([CH2:36][CH:37]([CH3:39])[CH3:38])[C:33](O)=[O:34].CN(C(ON1N=NC2C=CC=NC1=2)=[N+](C)C)C.F[P-](F)(F)(F)(F)F. (2) Given the product [CH3:14][C:15]1([CH3:31])[C:19]([CH3:21])([CH3:20])[O:18][B:17]([C:2]2[CH:7]=[CH:6][C:5]([CH:8]3[CH2:13][CH2:12][O:11][CH2:10][CH2:9]3)=[CH:4][CH:3]=2)[O:16]1, predict the reactants needed to synthesize it. The reactants are: Br[C:2]1[CH:7]=[CH:6][C:5]([CH:8]2[CH2:13][CH2:12][O:11][CH2:10][CH2:9]2)=[CH:4][CH:3]=1.[CH3:14][C:15]1([CH3:31])[C:19]([CH3:21])([CH3:20])[O:18][B:17]([B:17]2[O:18][C:19]([CH3:21])([CH3:20])[C:15]([CH3:31])([CH3:14])[O:16]2)[O:16]1.CC([O-])=O.[K+].O. (3) Given the product [Cl:1][C:2]1[CH:8]=[CH:7][CH:6]=[C:5]2[C:3]=1[NH:4][C:18]([CH3:19])=[C:17]2[S:16][CH3:15], predict the reactants needed to synthesize it. The reactants are: [Cl:1][C:2]1[CH:8]=[CH:7][CH:6]=[CH:5][C:3]=1[NH2:4].ClOC(C)(C)C.[CH3:15][S:16][CH2:17][C:18](=O)[CH3:19].C(N(CC)CC)C. (4) Given the product [CH2:19]([O:18][CH:14]([O:15][CH2:16][CH3:17])[C:10]1[CH:9]=[C:8]([CH:13]=[CH:12][CH:11]=1)[CH2:7][CH2:6][N:44]1[CH2:45][CH2:46][C:40]2([O:39][CH2:38][CH2:37][N:36]([C:34]([C:32]3[S:33][C:29]([CH3:28])=[CH:30][CH:31]=3)=[O:35])[CH2:41]2)[CH2:42][CH2:43]1)[CH3:20], predict the reactants needed to synthesize it. The reactants are: CS(O[CH2:6][CH2:7][C:8]1[CH:13]=[CH:12][CH:11]=[C:10]([CH:14]([O:18][CH2:19][CH3:20])[O:15][CH2:16][CH3:17])[CH:9]=1)(=O)=O.FC(F)(F)C(O)=O.[CH3:28][C:29]1[S:33][C:32]([C:34]([N:36]2[CH2:41][C:40]3([CH2:46][CH2:45][NH:44][CH2:43][CH2:42]3)[O:39][CH2:38][CH2:37]2)=[O:35])=[CH:31][CH:30]=1.C(N(CC)CC)C. (5) Given the product [CH3:1][O:2][C:3](=[O:26])[CH2:4][C@H:5]1[C:9]2[CH:10]=[CH:11][C:12]([O:14][C@H:15]3[C:23]4[C:18](=[C:19]([O:25][C:29]5[CH:30]=[CH:31][C:32]([O:34][CH3:35])=[CH:33][C:28]=5[F:27])[CH:20]=[CH:21][C:22]=4[F:24])[CH2:17][CH2:16]3)=[CH:13][C:8]=2[O:7][CH2:6]1, predict the reactants needed to synthesize it. The reactants are: [CH3:1][O:2][C:3](=[O:26])[CH2:4][C@H:5]1[C:9]2[CH:10]=[CH:11][C:12]([O:14][C@H:15]3[C:23]4[C:18](=[C:19]([OH:25])[CH:20]=[CH:21][C:22]=4[F:24])[CH2:17][CH2:16]3)=[CH:13][C:8]=2[O:7][CH2:6]1.[F:27][C:28]1[CH:33]=[C:32]([O:34][CH3:35])[CH:31]=[CH:30][C:29]=1B(O)O.